This data is from Forward reaction prediction with 1.9M reactions from USPTO patents (1976-2016). The task is: Predict the product of the given reaction. (1) Given the reactants [Cl:1][C:2]1(C2C=CC=C(C(=O)NC)C=2)[CH:7]=[CH:6][C:5]([N:8]([C:12]2[CH:17]=[CH:16][CH:15]=[CH:14][C:13]=2[C:18]([F:21])([F:20])[F:19])[C:9](=[O:11])[NH2:10])=[C:4](NC(O)=O)[CH2:3]1.[CH3:36][NH:37][C:38]([C:40]1[CH:41]=[C:42]([CH:44]=[CH:45][CH:46]=1)[NH2:43])=[O:39].C1C=CC2N(O)N=NC=2C=1.O.CN1CC[O:62][CH2:61]C1.CCN=C=NCCCN(C)C.Cl, predict the reaction product. The product is: [Cl:1][C:2]1([C:61](=[O:62])[NH:43][C:42]2[CH:44]=[CH:45][CH:46]=[C:40]([C:38](=[O:39])[NH:37][CH3:36])[CH:41]=2)[CH:7]=[CH:6][C:5]([N:8]([C:12]2[CH:17]=[CH:16][CH:15]=[CH:14][C:13]=2[C:18]([F:19])([F:21])[F:20])[C:9](=[O:11])[NH2:10])=[CH:4][CH2:3]1. (2) Given the reactants [C:1]([C:3]1[CH:4]=[C:5]([CH2:10][C:11]([O:13][C:14]([CH3:17])([CH3:16])[CH3:15])=[O:12])[CH:6]=[CH:7][C:8]=1F)#[N:2].[Cl:18][C:19]1[CH:20]=[C:21]([CH:32]=[CH:33][C:34]=1[Cl:35])[C:22]([NH:24][C:25]1[CH:30]=[CH:29][C:28]([OH:31])=[CH:27][CH:26]=1)=[O:23].C(=O)([O-])[O-].[K+].[K+], predict the reaction product. The product is: [C:1]([C:3]1[CH:4]=[C:5]([CH2:10][C:11]([O:13][C:14]([CH3:17])([CH3:16])[CH3:15])=[O:12])[CH:6]=[CH:7][C:8]=1[O:31][C:28]1[CH:29]=[CH:30][C:25]([NH:24][C:22](=[O:23])[C:21]2[CH:32]=[CH:33][C:34]([Cl:35])=[C:19]([Cl:18])[CH:20]=2)=[CH:26][CH:27]=1)#[N:2]. (3) Given the reactants [CH3:1][O:2][C:3]([CH2:5][CH2:6][N:7]1[C:11](/[CH:12]=[C:13]2\[CH2:14][N:15]([C:20]([C:33]3[CH:38]=[CH:37][CH:36]=[CH:35][CH:34]=3)([C:27]3[CH:32]=[CH:31][CH:30]=[CH:29][CH:28]=3)[C:21]3[CH:26]=[CH:25][CH:24]=[CH:23][CH:22]=3)[CH2:16][CH2:17][CH:18]\2O)=[CH:10][N:9]=[N:8]1)=[O:4].[C:39]([OH:42])(=[S:41])[CH3:40].C(OC(OCC(C)(C)C)N(C)C)C(C)(C)C.[Cl-].[Na+], predict the reaction product. The product is: [C:39]([S:41][CH:12]([C:11]1[N:7]([CH2:6][CH2:5][C:3]([O:2][CH3:1])=[O:4])[N:8]=[N:9][CH:10]=1)[C:13]1[CH2:14][N:15]([C:20]([C:33]2[CH:34]=[CH:35][CH:36]=[CH:37][CH:38]=2)([C:21]2[CH:22]=[CH:23][CH:24]=[CH:25][CH:26]=2)[C:27]2[CH:32]=[CH:31][CH:30]=[CH:29][CH:28]=2)[CH2:16][CH2:17][CH:18]=1)(=[O:42])[CH3:40]. (4) Given the reactants [CH3:1][O:2][C:3]1([O:12][CH3:13])[C:7]([Cl:8])=[C:6]([Cl:9])[C:5]([Cl:10])=[C:4]1[Cl:11].[C:14]1(=[O:19])[O:18][CH:17]=[CH:16][O:15]1, predict the reaction product. The product is: [Cl:11][C:4]12[C:3]([O:2][CH3:1])([O:12][CH3:13])[C:7]([Cl:8])([C:6]([Cl:9])=[C:5]1[Cl:10])[CH:17]1[CH:16]2[O:15][C:14](=[O:19])[O:18]1. (5) Given the reactants [S-2:1].[Na+].[Na+].[S].Cl[C:6]1[CH:15]=[CH:14][C:9]([C:10]([O:12][CH3:13])=[O:11])=[CH:8][C:7]=1[N+:16]([O-:18])=[O:17], predict the reaction product. The product is: [N+:16]([C:7]1[CH:8]=[C:9]([CH:14]=[CH:15][C:6]=1[S:1][S:1][C:6]1[CH:15]=[CH:14][C:9]([C:10]([O:12][CH3:13])=[O:11])=[CH:8][C:7]=1[N+:16]([O-:18])=[O:17])[C:10]([O:12][CH3:13])=[O:11])([O-:18])=[O:17]. (6) Given the reactants Br[CH:2]1[CH:10]([F:11])[C:9]([C:12]([NH2:14])=[O:13])=[C:8]2[C:4]([C:5]([CH:15]3[CH2:20][CH2:19][S:18](=[O:22])(=[O:21])[CH2:17][CH2:16]3)=[CH:6][NH:7]2)=[CH:3]1.[C:23]1(B(O)O)[CH:28]=[CH:27][CH:26]=[CH:25][CH:24]=1.C([O-])([O-])=O.[K+].[K+], predict the reaction product. The product is: [O:21]=[S:18]1(=[O:22])[CH2:19][CH2:20][CH:15]([C:5]2[C:4]3[C:8](=[C:9]([C:12]([NH2:14])=[O:13])[C:10]([F:11])=[C:2]([C:23]4[CH:28]=[CH:27][CH:26]=[CH:25][CH:24]=4)[CH:3]=3)[NH:7][CH:6]=2)[CH2:16][CH2:17]1. (7) Given the reactants [C:1]([C:3]1[CH:11]=[CH:10][C:6]([C:7]([OH:9])=O)=[CH:5][N:4]=1)#[N:2].[F:12][C:13]1[CH:18]=[CH:17][C:16]([NH2:19])=[C:15]([NH2:20])[CH:14]=1, predict the reaction product. The product is: [NH2:2][CH2:1][C:3]1[CH:11]=[CH:10][C:6]([C:7]([NH:19][C:16]2[CH:17]=[CH:18][C:13]([F:12])=[CH:14][C:15]=2[NH2:20])=[O:9])=[CH:5][N:4]=1.